From a dataset of NCI-60 drug combinations with 297,098 pairs across 59 cell lines. Regression. Given two drug SMILES strings and cell line genomic features, predict the synergy score measuring deviation from expected non-interaction effect. (1) Drug 1: C1=NC2=C(N1)C(=S)N=C(N2)N. Drug 2: CC1=C(C(=O)C2=C(C1=O)N3CC4C(C3(C2COC(=O)N)OC)N4)N. Cell line: NCI-H322M. Synergy scores: CSS=20.3, Synergy_ZIP=-9.41, Synergy_Bliss=-9.20, Synergy_Loewe=-9.50, Synergy_HSA=-9.04. (2) Drug 1: C1C(C(OC1N2C=NC3=C2NC=NCC3O)CO)O. Drug 2: COCCOC1=C(C=C2C(=C1)C(=NC=N2)NC3=CC=CC(=C3)C#C)OCCOC.Cl. Cell line: MOLT-4. Synergy scores: CSS=-1.28, Synergy_ZIP=2.72, Synergy_Bliss=2.66, Synergy_Loewe=1.40, Synergy_HSA=-0.870. (3) Drug 1: C1CCC(C1)C(CC#N)N2C=C(C=N2)C3=C4C=CNC4=NC=N3. Drug 2: C1CC(C1)(C(=O)O)C(=O)O.[NH2-].[NH2-].[Pt+2]. Cell line: RPMI-8226. Synergy scores: CSS=38.6, Synergy_ZIP=2.90, Synergy_Bliss=4.80, Synergy_Loewe=-2.22, Synergy_HSA=1.13. (4) Cell line: NCI-H226. Synergy scores: CSS=3.52, Synergy_ZIP=-0.725, Synergy_Bliss=0.552, Synergy_Loewe=-0.124, Synergy_HSA=-0.100. Drug 1: CCN(CC)CCNC(=O)C1=C(NC(=C1C)C=C2C3=C(C=CC(=C3)F)NC2=O)C. Drug 2: CS(=O)(=O)OCCCCOS(=O)(=O)C. (5) Drug 1: COC1=C(C=C2C(=C1)N=CN=C2NC3=CC(=C(C=C3)F)Cl)OCCCN4CCOCC4. Drug 2: CN(CCCl)CCCl.Cl. Cell line: M14. Synergy scores: CSS=6.61, Synergy_ZIP=-2.45, Synergy_Bliss=1.85, Synergy_Loewe=-0.657, Synergy_HSA=-1.05. (6) Drug 1: C1CCC(CC1)NC(=O)N(CCCl)N=O. Drug 2: C1CC(C1)(C(=O)O)C(=O)O.[NH2-].[NH2-].[Pt+2]. Cell line: SNB-19. Synergy scores: CSS=49.0, Synergy_ZIP=-14.4, Synergy_Bliss=-10.1, Synergy_Loewe=-10.9, Synergy_HSA=-6.21. (7) Drug 1: C1CCC(C1)C(CC#N)N2C=C(C=N2)C3=C4C=CNC4=NC=N3. Drug 2: C1=CC=C(C=C1)NC(=O)CCCCCCC(=O)NO. Cell line: HOP-92. Synergy scores: CSS=17.4, Synergy_ZIP=-3.78, Synergy_Bliss=-3.87, Synergy_Loewe=-4.04, Synergy_HSA=-2.51.